The task is: Predict the product of the given reaction.. This data is from Forward reaction prediction with 1.9M reactions from USPTO patents (1976-2016). Given the reactants [Br:1][C:2]1[CH:3]=[CH:4][C:5]2[O:10][CH2:9][C:8](=[O:11])[NH:7][C:6]=2[CH:12]=1.C[Si]([N-][Si](C)(C)C)(C)C.[K+].[CH2:23]([O:25][C:26](=[O:37])[C@@H:27](OS(C(F)(F)F)(=O)=O)[CH3:28])[CH3:24], predict the reaction product. The product is: [CH2:23]([O:25][C:26](=[O:37])[C@H:27]([N:7]1[C:6]2[CH:12]=[C:2]([Br:1])[CH:3]=[CH:4][C:5]=2[O:10][CH2:9][C:8]1=[O:11])[CH3:28])[CH3:24].